Task: Predict the product of the given reaction.. Dataset: Forward reaction prediction with 1.9M reactions from USPTO patents (1976-2016) (1) Given the reactants [C:1]([O:5][C:6]([N:8]1[CH2:12][C@:11]([OH:19])([CH2:13]OS(C)(=O)=O)[CH2:10][C@H:9]1[C:20](=[O:31])[NH:21][CH2:22][C:23]1[CH:28]=[CH:27][CH:26]=[C:25]([Cl:29])[C:24]=1[F:30])=[O:7])([CH3:4])([CH3:3])[CH3:2].[N-:32]=[N+:33]=[N-:34].[Na+], predict the reaction product. The product is: [C:1]([O:5][C:6]([N:8]1[CH2:12][C@@:11]([CH2:13][N:32]=[N+:33]=[N-:34])([OH:19])[CH2:10][C@H:9]1[C:20](=[O:31])[NH:21][CH2:22][C:23]1[CH:28]=[CH:27][CH:26]=[C:25]([Cl:29])[C:24]=1[F:30])=[O:7])([CH3:4])([CH3:3])[CH3:2]. (2) The product is: [CH:46]1([NH:43][CH:37]2[CH2:38][CH2:39][N:34]([C:30]3[CH:29]=[C:28]([C:26]4[CH:25]=[CH:24][CH:23]=[C:22]([C:19]5[N:17]6[N:18]=[C:13]([N:9]7[CH2:10][CH2:11][CH2:12][CH:8]7[C:4]7[CH:5]=[CH:6][CH:7]=[C:2]([F:1])[CH:3]=7)[CH:14]=[CH:15][C:16]6=[N:21][CH:20]=5)[N:27]=4)[CH:33]=[CH:32][N:31]=3)[CH2:35][CH2:36]2)[CH2:47][CH2:48]1. Given the reactants [F:1][C:2]1[CH:3]=[C:4]([CH:8]2[CH2:12][CH2:11][CH2:10][N:9]2[C:13]2[CH:14]=[CH:15][C:16]3[N:17]([C:19]([C:22]4[N:27]=[C:26]([C:28]5[CH:33]=[CH:32][N:31]=[C:30]([N:34]6[CH2:39][CH2:38][CH:37](O)[CH2:36][CH2:35]6)[CH:29]=5)[CH:25]=[CH:24][CH:23]=4)=[CH:20][N:21]=3)[N:18]=2)[CH:5]=[CH:6][CH:7]=1.C([N:43]([CH2:46][CH3:47])CC)C.[CH3:48]S(Cl)(=O)=O, predict the reaction product.